Dataset: Reaction yield outcomes from USPTO patents with 853,638 reactions. Task: Predict the reaction yield, written as a fraction of the theoretical maximum amount of product (1.0 means a 100% yield; for example, 0.34 means a 34% yield). (1) The reactants are [C:1]1([CH2:7][N:8]2[C:17](=O)[C:16](=O)[N:15]3[C@@H:10]([CH2:11][O:12][CH2:13][CH2:14]3)[CH2:9]2)[CH:6]=[CH:5][CH:4]=[CH:3][CH:2]=1.[H-].[H-].[H-].[H-].[Li+].[Al+3]. The catalyst is C1COCC1. The product is [C:1]1([CH2:7][N:8]2[CH2:17][CH2:16][N:15]3[C@@H:10]([CH2:11][O:12][CH2:13][CH2:14]3)[CH2:9]2)[CH:2]=[CH:3][CH:4]=[CH:5][CH:6]=1. The yield is 0.790. (2) The reactants are C(OC(=O)C[N:6]=[C:7](C1C=CC=CC=1)[C:8]1C=C[CH:11]=[CH:10][CH:9]=1)C.Br[CH2:22][CH2:23]C=C.[C:26]([O-:29])([O-])=[O:27].[K+].[K+].[Cl:32][C:33]1[CH:38]=[CH:37][C:36]([S:39](Cl)(=[O:41])=[O:40])=[CH:35][CH:34]=1.CCN(CC)CC.Cl. The catalyst is [Br-].C([N+](CCCC)(CCCC)CCCC)CCC.C(#N)C. The product is [CH2:22]([O:29][C:26](=[O:27])[CH:7]([NH:6][S:39]([C:36]1[CH:37]=[CH:38][C:33]([Cl:32])=[CH:34][CH:35]=1)(=[O:41])=[O:40])[CH2:8][CH2:9][CH:10]=[CH2:11])[CH3:23]. The yield is 0.230. (3) The reactants are [OH:1][C:2]1[CH:3]=[C:4]([CH:9]=[CH:10][C:11]=1[C:12]1[NH:13][CH:14]=[CH:15][N:16]=1)[C:5]([O:7][CH3:8])=[O:6].Br[CH2:18][CH2:19]Br.C(=O)([O-])[O-].[Cs+].[Cs+]. The catalyst is CN(C=O)C. The product is [N:16]1[CH:15]=[CH:14][N:13]2[C:12]=1[C:11]1[CH:10]=[CH:9][C:4]([C:5]([O:7][CH3:8])=[O:6])=[CH:3][C:2]=1[O:1][CH2:19][CH2:18]2. The yield is 0.800. (4) The reactants are CCN(C(C)C)C(C)C.[CH:10]([NH:23][CH2:24][CH:25]([OH:28])[CH2:26]Cl)([C:17]1[CH:22]=[CH:21][CH:20]=[CH:19][CH:18]=1)[C:11]1[CH:16]=[CH:15][CH:14]=[CH:13][CH:12]=1. The catalyst is C(O)C. The product is [CH:10]([N:23]1[CH2:26][CH:25]([OH:28])[CH2:24]1)([C:17]1[CH:22]=[CH:21][CH:20]=[CH:19][CH:18]=1)[C:11]1[CH:16]=[CH:15][CH:14]=[CH:13][CH:12]=1. The yield is 0.750. (5) The reactants are [CH:1]1[C:13]2[NH:12][C:11]3[C:6](=[CH:7][CH:8]=[CH:9][CH:10]=3)[C:5]=2[CH:4]=[CH:3][CH:2]=1.[OH-].[K+].Cl[CH2:17][C@H:18]1[CH2:20][O:19]1. The catalyst is CN(C)C=O. The product is [O:19]1[CH2:20][C@@H:18]1[CH2:17][N:12]1[C:11]2[CH:10]=[CH:9][CH:8]=[CH:7][C:6]=2[C:5]2[C:13]1=[CH:1][CH:2]=[CH:3][CH:4]=2. The yield is 0.300. (6) The reactants are Br[C:2]1[C:7](=[O:8])[N:6]([CH2:9][C:10]2[CH:15]=[CH:14][C:13]([C:16]3[C:17]([C:22]#[N:23])=[CH:18][CH:19]=[CH:20][CH:21]=3)=[CH:12][CH:11]=2)[C:5]([O:24][CH2:25][CH3:26])=[N:4][C:3]=1[CH3:27].[CH3:28][CH:29]1[CH2:33][C:32]2[CH:34]=[C:35](B(O)O)[CH:36]=[CH:37][C:31]=2[O:30]1.C(=O)([O-])[O-].[Cs+].[Cs+]. The catalyst is O1CCOCC1.C(OCC)(=O)C.C1C=CC(P(C2C=CC=CC=2)[C-]2C=CC=C2)=CC=1.C1C=CC(P(C2C=CC=CC=2)[C-]2C=CC=C2)=CC=1.Cl[Pd]Cl.[Fe+2]. The product is [CH2:25]([O:24][C:5]1[N:6]([CH2:9][C:10]2[CH:15]=[CH:14][C:13]([C:16]3[C:17]([C:22]#[N:23])=[CH:18][CH:19]=[CH:20][CH:21]=3)=[CH:12][CH:11]=2)[C:7](=[O:8])[C:2]([C:35]2[CH:36]=[CH:37][C:31]3[O:30][CH:29]([CH3:28])[CH2:33][C:32]=3[CH:34]=2)=[C:3]([CH3:27])[N:4]=1)[CH3:26]. The yield is 0.680. (7) The reactants are I[C:2]1[C:10]2[C:5](=[N:6][CH:7]=[C:8]([C:11]3[CH:16]=[CH:15][C:14]([N:17]4[CH2:22][CH2:21][O:20][CH2:19][CH2:18]4)=[CH:13][CH:12]=3)[CH:9]=2)[N:4]([S:23]([C:26]2[CH:32]=[CH:31][C:29]([CH3:30])=[CH:28][CH:27]=2)(=[O:25])=[O:24])[CH:3]=1.[F:33][C:34]1[CH:35]=[C:36]([CH:54]=[CH:55][CH:56]=1)[CH2:37][N:38]1[C:42]([CH3:43])=[C:41](B2OC(C)(C)C(C)(C)O2)[C:40]([CH3:53])=[N:39]1.C(=O)([O-])[O-].[Na+].[Na+]. The catalyst is Cl[Pd](Cl)([P](C1C=CC=CC=1)(C1C=CC=CC=1)C1C=CC=CC=1)[P](C1C=CC=CC=1)(C1C=CC=CC=1)C1C=CC=CC=1.C1(C)C=CC=CC=1.C(O)C.O. The product is [F:33][C:34]1[CH:35]=[C:36]([CH:54]=[CH:55][CH:56]=1)[CH2:37][N:38]1[C:42]([CH3:43])=[C:41]([C:2]2[C:10]3[C:5](=[N:6][CH:7]=[C:8]([C:11]4[CH:16]=[CH:15][C:14]([N:17]5[CH2:22][CH2:21][O:20][CH2:19][CH2:18]5)=[CH:13][CH:12]=4)[CH:9]=3)[N:4]([S:23]([C:26]3[CH:32]=[CH:31][C:29]([CH3:30])=[CH:28][CH:27]=3)(=[O:25])=[O:24])[CH:3]=2)[C:40]([CH3:53])=[N:39]1. The yield is 0.588.